This data is from Forward reaction prediction with 1.9M reactions from USPTO patents (1976-2016). The task is: Predict the product of the given reaction. Given the reactants [NH2:1][C:2]1[CH:3]=[CH:4][CH:5]=[C:6]2[C:11]=1[N:10]=[CH:9][CH:8]=[CH:7]2.[Cl:12][C:13]1[CH:18]=[C:17]([Cl:19])[CH:16]=[CH:15][C:14]=1[S:20](Cl)(=[O:22])=[O:21], predict the reaction product. The product is: [Cl:12][C:13]1[CH:18]=[C:17]([Cl:19])[CH:16]=[CH:15][C:14]=1[S:20]([NH:1][C:2]1[CH:3]=[CH:4][CH:5]=[C:6]2[C:11]=1[N:10]=[CH:9][CH:8]=[CH:7]2)(=[O:22])=[O:21].